This data is from Reaction yield outcomes from USPTO patents with 853,638 reactions. The task is: Predict the reaction yield, written as a fraction of the theoretical maximum amount of product (1.0 means a 100% yield; for example, 0.34 means a 34% yield). (1) The reactants are [OH:1][C:2]1[C:7](=[O:8])[CH:6]=[CH:5][N:4]([CH3:9])[C:3]=1[CH:10](O)[C:11]([F:14])([F:13])[F:12].[CH3:16][N:17]1[CH2:22][CH2:21][NH:20][CH2:19][CH2:18]1. No catalyst specified. The product is [OH:1][C:2]1[C:7](=[O:8])[CH:6]=[CH:5][N:4]([CH3:9])[C:3]=1[CH:10]([N:20]1[CH2:21][CH2:22][N:17]([CH3:16])[CH2:18][CH2:19]1)[C:11]([F:14])([F:13])[F:12]. The yield is 0.290. (2) The reactants are [C:1](#[N:8])[C:2]1[CH:7]=[CH:6][CH:5]=[CH:4][CH:3]=1.[OH2:9]. No catalyst specified. The product is [C:1]([NH2:8])(=[O:9])[C:2]1[CH:7]=[CH:6][CH:5]=[CH:4][CH:3]=1. The yield is 0.320. (3) The reactants are [CH3:1][C:2]1[CH:3]=[C:4]([CH:8]=[CH:9][C:10]=1[CH3:11])[C:5]([OH:7])=[O:6].[C:12]1([CH2:18][CH2:19]O)[CH:17]=[CH:16][CH:15]=[CH:14][CH:13]=1.S(=O)(=O)(O)O. The catalyst is C1(C)C=CC=CC=1. The product is [CH3:1][C:2]1[CH:3]=[C:4]([CH:8]=[CH:9][C:10]=1[CH3:11])[C:5]([O:7][CH2:19][CH2:18][C:12]1[CH:17]=[CH:16][CH:15]=[CH:14][CH:13]=1)=[O:6]. The yield is 0.720. (4) The reactants are [CH2:1]([N:3]([CH:34]1[CH2:39][CH2:38][O:37][CH2:36][CH2:35]1)[C:4]1[C:5]([CH3:33])=[C:6]([CH:22]=[C:23]([C:25]2[CH:26]=[N:27][C:28]([CH:31]=O)=[CH:29][CH:30]=2)[CH:24]=1)[C:7]([NH:9][CH2:10][C:11]1[C:12](=[O:21])[NH:13][C:14]([CH3:20])=[CH:15][C:16]=1[CH:17]([CH3:19])[CH3:18])=[O:8])[CH3:2].[NH:40]1[CH2:45][CH2:44][O:43][CH2:42][CH2:41]1.C(O)(=O)C.C(O[BH-](OC(=O)C)OC(=O)C)(=O)C.[Na+]. The catalyst is ClC(Cl)C. The product is [CH2:1]([N:3]([CH:34]1[CH2:39][CH2:38][O:37][CH2:36][CH2:35]1)[C:4]1[C:5]([CH3:33])=[C:6]([CH:22]=[C:23]([C:25]2[CH:26]=[N:27][C:28]([CH2:31][N:40]3[CH2:45][CH2:44][O:43][CH2:42][CH2:41]3)=[CH:29][CH:30]=2)[CH:24]=1)[C:7]([NH:9][CH2:10][C:11]1[C:12](=[O:21])[NH:13][C:14]([CH3:20])=[CH:15][C:16]=1[CH:17]([CH3:18])[CH3:19])=[O:8])[CH3:2]. The yield is 0.387.